This data is from Peptide-MHC class I binding affinity with 185,985 pairs from IEDB/IMGT. The task is: Regression. Given a peptide amino acid sequence and an MHC pseudo amino acid sequence, predict their binding affinity value. This is MHC class I binding data. (1) The binding affinity (normalized) is 0.0847. The MHC is HLA-A31:01 with pseudo-sequence HLA-A31:01. The peptide sequence is IQVNKGVAY. (2) The peptide sequence is DRFYKTLRA. The MHC is HLA-B54:01 with pseudo-sequence HLA-B54:01. The binding affinity (normalized) is 0. (3) The peptide sequence is LPYIEQGLQL. The MHC is HLA-B35:03 with pseudo-sequence HLA-B35:03. The binding affinity (normalized) is 0.426. (4) The peptide sequence is YPDPVIKV. The MHC is HLA-A29:02 with pseudo-sequence HLA-A29:02. The binding affinity (normalized) is 0.0847. (5) The peptide sequence is IPDPPTNTPE. The MHC is Mamu-A2201 with pseudo-sequence Mamu-A2201. The binding affinity (normalized) is 0. (6) The peptide sequence is MQLPGGWLL. The binding affinity (normalized) is 0.648. The MHC is HLA-B18:01 with pseudo-sequence HLA-B18:01.